Task: Predict the product of the given reaction.. Dataset: Forward reaction prediction with 1.9M reactions from USPTO patents (1976-2016) Given the reactants [Cl:1][C:2]1[C:7]([F:8])=[CH:6][C:5]([C:9]2[N:10]=[C:11]([N:20]3[CH2:25][CH2:24][C:23](=O)[CH2:22][CH2:21]3)[C:12]3[CH2:17][S:16](=[O:19])(=[O:18])[CH2:15][C:13]=3[N:14]=2)=[C:4]([F:27])[CH:3]=1.[NH2:28]C(O)C.[C:32]([O:35][BH-](OC(=O)C)OC(=O)C)(=O)[CH3:33].[Na+].C(=O)(O)[O-].[Na+].[ClH:51].O1CCOCC1, predict the reaction product. The product is: [ClH:1].[ClH:51].[Cl:1][C:2]1[C:7]([F:8])=[CH:6][C:5]([C:9]2[N:10]=[C:11]([N:20]3[CH2:21][CH2:22][CH:23]([NH:28][CH2:33][CH2:32][OH:35])[CH2:24][CH2:25]3)[C:12]3[CH2:17][S:16](=[O:18])(=[O:19])[CH2:15][C:13]=3[N:14]=2)=[C:4]([F:27])[CH:3]=1.